From a dataset of NCI-60 drug combinations with 297,098 pairs across 59 cell lines. Regression. Given two drug SMILES strings and cell line genomic features, predict the synergy score measuring deviation from expected non-interaction effect. Drug 1: CN1C2=C(C=C(C=C2)N(CCCl)CCCl)N=C1CCCC(=O)O.Cl. Drug 2: C1CC(=O)NC(=O)C1N2C(=O)C3=CC=CC=C3C2=O. Cell line: SF-268. Synergy scores: CSS=-1.44, Synergy_ZIP=1.07, Synergy_Bliss=0.0495, Synergy_Loewe=-1.36, Synergy_HSA=-2.01.